Dataset: Catalyst prediction with 721,799 reactions and 888 catalyst types from USPTO. Task: Predict which catalyst facilitates the given reaction. Reactant: [Cl:1][C:2]1[C:3]([O:12][C:13]2[CH:18]=[C:17]([OH:19])[CH:16]=[CH:15][C:14]=2/[CH:20]=[CH:21]/[C:22]([O:24][CH2:25][CH3:26])=[O:23])=[N:4][CH:5]=[C:6]([C:8]([F:11])([F:10])[F:9])[CH:7]=1.C(=O)([O-])[O-].[K+].[K+].CC1C=CC(S(O[CH2:44][CH2:45][CH2:46][S:47]([CH3:50])(=[O:49])=[O:48])(=O)=O)=CC=1.Cl. Product: [Cl:1][C:2]1[C:3]([O:12][C:13]2[CH:18]=[C:17]([O:19][CH2:44][CH2:45][CH2:46][S:47]([CH3:50])(=[O:49])=[O:48])[CH:16]=[CH:15][C:14]=2/[CH:20]=[CH:21]/[C:22]([O:24][CH2:25][CH3:26])=[O:23])=[N:4][CH:5]=[C:6]([C:8]([F:9])([F:11])[F:10])[CH:7]=1. The catalyst class is: 9.